Dataset: Reaction yield outcomes from USPTO patents with 853,638 reactions. Task: Predict the reaction yield, written as a fraction of the theoretical maximum amount of product (1.0 means a 100% yield; for example, 0.34 means a 34% yield). The reactants are [C:1]1([CH2:7][O:8][C:9]([N:11]2[CH2:14][C:13]([C@H:31]3[CH2:36][CH2:35][CH2:34][CH2:33][N:32]3[C:37]([O:39][C:40]([CH3:43])([CH3:42])[CH3:41])=[O:38])([O:15]C(=O)[C@](OC)(C3C=CC=CC=3)C(F)(F)F)[CH2:12]2)=[O:10])[CH:6]=[CH:5][CH:4]=[CH:3][CH:2]=1.[OH-].[Na+]. The catalyst is CO. The product is [OH:15][C:13]1([C@H:31]2[CH2:36][CH2:35][CH2:34][CH2:33][N:32]2[C:37]([O:39][C:40]([CH3:43])([CH3:42])[CH3:41])=[O:38])[CH2:12][N:11]([C:9]([O:8][CH2:7][C:1]2[CH:6]=[CH:5][CH:4]=[CH:3][CH:2]=2)=[O:10])[CH2:14]1. The yield is 0.810.